Predict which catalyst facilitates the given reaction. From a dataset of Catalyst prediction with 721,799 reactions and 888 catalyst types from USPTO. (1) Reactant: C(NC(C)C)(C)C.[Li]CCCC.CCCCCC.[CH:19]1([C:25]([O:27][CH2:28][C:29]2[CH:34]=[CH:33][CH:32]=[CH:31][CH:30]=2)=[O:26])[CH2:24][CH2:23][CH2:22][CH2:21][CH2:20]1.[CH:35](=[O:37])[CH3:36]. Product: [OH:37][CH:35]([C:19]1([C:25]([O:27][CH2:28][C:29]2[CH:30]=[CH:31][CH:32]=[CH:33][CH:34]=2)=[O:26])[CH2:24][CH2:23][CH2:22][CH2:21][CH2:20]1)[CH3:36]. The catalyst class is: 1. (2) Reactant: [F:1][C:2]1[CH:3]=[CH:4][C:5]([NH:8][NH:9][C:10](=O)[CH2:11][CH2:12][N:13]2[CH2:17][CH2:16][CH2:15][CH2:14]2)=[N:6][CH:7]=1.C1(P(C2C=CC=CC=2)C2C=CC=CC=2)C=CC=CC=1.C(N(CC)CC)C.ClC(Cl)(Cl)C(Cl)(Cl)Cl. Product: [F:1][C:2]1[CH:3]=[CH:4][C:5]2[N:6]([C:10]([CH2:11][CH2:12][N:13]3[CH2:17][CH2:16][CH2:15][CH2:14]3)=[N:9][N:8]=2)[CH:7]=1. The catalyst class is: 1. (3) Reactant: [Cl:1][C:2]1[N:7]=[C:6]([C:8](OC)=[O:9])[CH:5]=[C:4]([CH3:12])[N:3]=1.O.[BH4-].[Na+]. Product: [OH:9][CH2:8][C:6]1[CH:5]=[C:4]([CH3:12])[N:3]=[C:2]([Cl:1])[N:7]=1. The catalyst class is: 5. (4) Reactant: [F:1][C:2]1[CH:14]=[CH:13][C:5]([C:6]([O:8][C:9]([CH3:12])([CH3:11])[CH3:10])=[O:7])=[CH:4][C:3]=1[CH2:15][NH:16][CH2:17][CH2:18][C:19]1[CH:24]=[CH:23][CH:22]=[CH:21][CH:20]=1.[CH2:25]([O:32][C:33]([NH:35][C@@H:36]([C:39](O)=[O:40])[CH2:37][OH:38])=[O:34])[C:26]1[CH:31]=[CH:30][CH:29]=[CH:28][CH:27]=1.C1C=CC2N(O)N=NC=2C=1.O.CCN(CC)CC.CCN=C=NCCCN(C)C.Cl. Product: [F:1][C:2]1[CH:14]=[CH:13][C:5]([C:6]([O:8][C:9]([CH3:12])([CH3:11])[CH3:10])=[O:7])=[CH:4][C:3]=1[CH2:15][N:16]([C:37](=[O:38])[C@@H:36]([CH2:39][OH:40])[NH:35][C:33]([O:32][CH2:25][C:26]1[CH:31]=[CH:30][CH:29]=[CH:28][CH:27]=1)=[O:34])[CH2:17][CH2:18][C:19]1[CH:20]=[CH:21][CH:22]=[CH:23][CH:24]=1. The catalyst class is: 85. (5) Reactant: [CH3:1][C:2]1([CH3:9])[O:6][C:5](=[O:7])[NH:4][C:3]1=[O:8].[C:10]([O:14][CH2:15][C:16]1[CH:21]=[CH:20][CH:19]=[CH:18][CH:17]=1)(=[O:13])[CH:11]=[CH2:12]. Product: [CH3:1][C:2]1([CH3:9])[O:6][C:5](=[O:7])[N:4]([CH2:12][CH2:11][C:10]([O:14][CH2:15][C:16]2[CH:21]=[CH:20][CH:19]=[CH:18][CH:17]=2)=[O:13])[C:3]1=[O:8]. The catalyst class is: 228. (6) Reactant: [Br:1][C:2]1[CH:3]=[C:4]2[C:9](=[CH:10][CH:11]=1)[N:8]([CH:12]1[CH2:21][CH2:20][C:15]3(OCC[O:16]3)[CH2:14][CH2:13]1)[CH2:7][CH2:6][CH2:5]2.Cl. Product: [Br:1][C:2]1[CH:3]=[C:4]2[C:9](=[CH:10][CH:11]=1)[N:8]([CH:12]1[CH2:21][CH2:20][C:15](=[O:16])[CH2:14][CH2:13]1)[CH2:7][CH2:6][CH2:5]2. The catalyst class is: 21.